From a dataset of Forward reaction prediction with 1.9M reactions from USPTO patents (1976-2016). Predict the product of the given reaction. (1) Given the reactants [F:1][C:2]([F:20])([F:19])[C:3]1[CH:8]=[CH:7][C:6]([C:9]2[O:13][N:12]=[CH:11][C:10]=2[C:14](OCC)=[O:15])=[CH:5][CH:4]=1.[H-].C([Al+]CC(C)C)C(C)C.Cl, predict the reaction product. The product is: [F:20][C:2]([F:1])([F:19])[C:3]1[CH:4]=[CH:5][C:6]([C:9]2[O:13][N:12]=[CH:11][C:10]=2[CH2:14][OH:15])=[CH:7][CH:8]=1. (2) The product is: [F:1][C:2]1[CH:8]=[CH:7][C:5]([N:6]2[C:27]([C:9]([O:11][CH2:12][CH3:13])=[O:10])=[CH:23][N:24]=[CH:25]2)=[CH:4][CH:3]=1. Given the reactants [F:1][C:2]1[CH:8]=[CH:7][C:5]([NH2:6])=[CH:4][CH:3]=1.[CH:9]([O:11][CH2:12][CH3:13])=[O:10].C1(C)C(S([CH2:23][N+:24]#[C-:25])(=O)=O)=CC=CC=1.[CH2:27](O)C, predict the reaction product. (3) The product is: [N:7]1[CH:8]=[CH:9][N:10]2[CH:15]=[CH:14][C:13]([CH2:16][NH:17][C:18](=[O:19])[C:20]3[CH:21]=[CH:22][C:23]([C:24]([N:29]4[CH2:32][CH2:33][CH2:34][CH2:35][CH2:39]4)=[O:26])=[CH:27][CH:28]=3)=[CH:12][C:11]=12. Given the reactants CC(C)CCN.[N:7]1[CH:8]=[CH:9][N:10]2[CH:15]=[CH:14][C:13]([CH2:16][NH:17][C:18]([C:20]3[CH:28]=[CH:27][C:23]([C:24]([OH:26])=O)=[CH:22][CH:21]=3)=[O:19])=[CH:12][C:11]=12.[N+:29]([C:32]1C=[CH:39][C:35](C(O)=O)=[CH:34][CH:33]=1)([O-])=O, predict the reaction product. (4) Given the reactants [CH2:1]([NH2:3])[CH3:2].Cl[CH2:5][CH2:6][O:7][C:8]1[CH:13]=[CH:12][CH:11]=[CH:10][C:9]=1[C:14]1([NH:17][C:18]2[C:19](=[O:38])[N:20]([C:24]3[C:25]([CH3:37])=[CH:26][C:27]([F:36])=[C:28]([CH:35]=3)[C:29]([NH:31][CH:32]3[CH2:34][CH2:33]3)=[O:30])[CH:21]=[CH:22][N:23]=2)[CH2:16][CH2:15]1, predict the reaction product. The product is: [CH:32]1([NH:31][C:29](=[O:30])[C:28]2[CH:35]=[C:24]([N:20]3[CH:21]=[CH:22][N:23]=[C:18]([NH:17][C:14]4([C:9]5[CH:10]=[CH:11][CH:12]=[CH:13][C:8]=5[O:7][CH2:6][CH2:5][NH:3][CH2:1][CH3:2])[CH2:16][CH2:15]4)[C:19]3=[O:38])[C:25]([CH3:37])=[CH:26][C:27]=2[F:36])[CH2:34][CH2:33]1. (5) Given the reactants [NH2:1][C:2]1[C:3]2[N:4]([C:8]([C@@H:30]3[CH2:35][CH2:34][CH2:33][CH2:32][NH:31]3)=[N:9][C:10]=2[C:11]2[CH:29]=[CH:28][C:14]([C:15]([NH:17][C:18]3[CH:23]=[C:22]([C:24]([F:27])([F:26])[F:25])[CH:21]=[CH:20][N:19]=3)=[O:16])=[CH:13][CH:12]=2)[CH:5]=[CH:6][N:7]=1.[CH:36]([S:38](Cl)(=[O:40])=[O:39])=[CH2:37], predict the reaction product. The product is: [NH2:1][C:2]1[C:3]2[N:4]([C:8]([C@@H:30]3[CH2:35][CH2:34][CH2:33][CH2:32][N:31]3[S:38]([CH:36]=[CH2:37])(=[O:40])=[O:39])=[N:9][C:10]=2[C:11]2[CH:29]=[CH:28][C:14]([C:15]([NH:17][C:18]3[CH:23]=[C:22]([C:24]([F:25])([F:27])[F:26])[CH:21]=[CH:20][N:19]=3)=[O:16])=[CH:13][CH:12]=2)[CH:5]=[CH:6][N:7]=1. (6) The product is: [CH3:40][C:8]1[CH:9]=[C:10]([S:13]([N:16]2[CH2:25][C:24]([CH3:27])([CH3:26])[C:23]3[C:18](=[CH:19][C:20]([C:28]4[CH:29]=[CH:30][C:31]([O:34][C:35]([F:36])([F:37])[F:38])=[CH:32][CH:33]=4)=[CH:21][CH:22]=3)[CH:17]2[CH3:39])(=[O:14])=[O:15])[CH:11]=[CH:12][C:7]=1[O:6][CH2:5][C:4]([OH:41])=[O:3]. Given the reactants C([O:3][C:4](=[O:41])[CH2:5][O:6][C:7]1[CH:12]=[CH:11][C:10]([S:13]([N:16]2[CH2:25][C:24]([CH3:27])([CH3:26])[C:23]3[C:18](=[CH:19][C:20]([C:28]4[CH:33]=[CH:32][C:31]([O:34][C:35]([F:38])([F:37])[F:36])=[CH:30][CH:29]=4)=[CH:21][CH:22]=3)[CH:17]2[CH3:39])(=[O:15])=[O:14])=[CH:9][C:8]=1[CH3:40])C.[OH-].[Na+], predict the reaction product. (7) Given the reactants C([Si]([O:18][C@@H:19]([CH2:22][CH2:23]Br)[CH2:20]Br)(C1C=CC=CC=1)C1C=CC=CC=1)(C)(C)C.[F:25][C:26]1[C:27]([CH3:37])=[C:28]([CH2:32][C:33]([O:35][CH3:36])=[O:34])[CH:29]=[CH:30][CH:31]=1.[H-].[Na+].CCCC[N+](CCCC)(CCCC)CCCC.[F-], predict the reaction product. The product is: [F:25][C:26]1[C:27]([CH3:37])=[C:28]([C:32]2([C:33]([O:35][CH3:36])=[O:34])[CH2:23][CH2:22][C@H:19]([OH:18])[CH2:20]2)[CH:29]=[CH:30][CH:31]=1.